This data is from Full USPTO retrosynthesis dataset with 1.9M reactions from patents (1976-2016). The task is: Predict the reactants needed to synthesize the given product. (1) Given the product [Br:1][C:2]1[CH:3]=[C:4]([CH:8]=[CH:9][C:10]=1[O:11][CH3:12])[C:5]([NH:28][CH:22]1[CH2:27][CH2:26][CH2:25][CH2:24][CH2:23]1)=[O:7], predict the reactants needed to synthesize it. The reactants are: [Br:1][C:2]1[CH:3]=[C:4]([CH:8]=[CH:9][C:10]=1[O:11][CH3:12])[C:5]([OH:7])=O.CCN(C(C)C)C(C)C.[CH:22]1([NH2:28])[CH2:27][CH2:26][CH2:25][CH2:24][CH2:23]1.CN(C(ON1N=NC2C=CC=NC1=2)=[N+](C)C)C.F[P-](F)(F)(F)(F)F. (2) Given the product [O:14]1[CH2:15][CH2:16][N:11]([CH2:10][CH2:9][N:5]2[CH:6]=[CH:7][N:8]=[C:4]2[NH2:1])[CH2:12][CH2:13]1, predict the reactants needed to synthesize it. The reactants are: [N+:1]([C:4]1[N:5]([CH2:9][CH2:10][N:11]2[CH2:16][CH2:15][O:14][CH2:13][CH2:12]2)[CH:6]=[CH:7][N:8]=1)([O-])=O.[BH4-].[Na+]. (3) Given the product [F:37][C:32]1[CH:33]=[CH:34][CH:35]=[CH:36][C:31]=1[CH2:30][N:13]1[C:10]2=[N:11][CH:12]=[CH:7][CH:8]=[C:9]2[C:15]([C:16]2[N:17]=[N:18][C:19]3[C:23]([CH3:28])([CH3:29])[C:24](=[O:26])[NH:38][C:20]=3[N:21]=2)=[N:14]1, predict the reactants needed to synthesize it. The reactants are: P(Cl)(Cl)(Cl)=O.F[C:7]1[CH:8]=[C:9]2[C:15]([C:16]3[N:17]=[N:18][C:19]([C:23]([CH3:29])([CH3:28])[C:24]([O:26]C)=O)=[C:20](O)[N:21]=3)=[N:14][N:13]([CH2:30][C:31]3[CH:36]=[CH:35][CH:34]=[CH:33][C:32]=3[F:37])[C:10]2=[N:11][CH:12]=1.[NH3:38].[Cl-].[Na+]. (4) Given the product [C:1]1([O:7][PH:11](=[O:15])[O:12][C:13]2[CH:14]=[CH:3][CH:2]=[CH:1][CH:6]=2)[CH:6]=[CH:5][CH:4]=[CH:3][CH:2]=1, predict the reactants needed to synthesize it. The reactants are: [C:1]1([OH:7])[CH:6]=[CH:5][CH:4]=[CH:3][CH:2]=1.C(O[PH:11](=[O:15])[O:12][CH2:13][CH3:14])C.C([O-])([O-])=O.[Cs+].[Cs+]. (5) The reactants are: [CH:1]1[C:10]2[C:5](=[CH:6][CH:7]=[CH:8][CH:9]=2)[CH:4]=[CH:3][C:2]=1[O:11][C:12]1[CH:30]=[CH:29][C:15]([C:16]([NH:18][C:19]2[CH:28]=[CH:27][CH:26]=[CH:25][C:20]=2[C:21]([O:23][CH3:24])=[O:22])=[O:17])=[CH:14][C:13]=1[N+:31]([O-])=O. Given the product [NH2:31][C:13]1[CH:14]=[C:15]([CH:29]=[CH:30][C:12]=1[O:11][C:2]1[CH:3]=[CH:4][C:5]2[C:10](=[CH:9][CH:8]=[CH:7][CH:6]=2)[CH:1]=1)[C:16]([NH:18][C:19]1[CH:28]=[CH:27][CH:26]=[CH:25][C:20]=1[C:21]([O:23][CH3:24])=[O:22])=[O:17], predict the reactants needed to synthesize it. (6) Given the product [Cl:26][C:18]1[CH:17]=[CH:16][C:15]([C:13]2[N:6]3[N:5]=[CH:4][C:3]([C:7]#[N:8])=[C:2]3[N:1]=[CH:11][CH:12]=2)=[CH:20][C:19]=1[N:21]([CH3:25])[C:22](=[O:24])[CH3:23], predict the reactants needed to synthesize it. The reactants are: [NH2:1][C:2]1[NH:6][N:5]=[CH:4][C:3]=1[C:7]#[N:8].CN(C)[CH:11]=[CH:12][C:13]([C:15]1[CH:16]=[CH:17][C:18]([Cl:26])=[C:19]([N:21]([CH3:25])[C:22](=[O:24])[CH3:23])[CH:20]=1)=O.C(OCC)(=O)C.